From a dataset of Peptide-MHC class II binding affinity with 134,281 pairs from IEDB. Regression. Given a peptide amino acid sequence and an MHC pseudo amino acid sequence, predict their binding affinity value. This is MHC class II binding data. (1) The MHC is HLA-DQA10201-DQB10303 with pseudo-sequence HLA-DQA10201-DQB10303. The peptide sequence is LQEIPTMLKKGMTTV. The binding affinity (normalized) is 0.333. (2) The peptide sequence is ERIFKRFDTNGDGKI. The MHC is DRB5_0101 with pseudo-sequence DRB5_0101. The binding affinity (normalized) is 0.572. (3) The peptide sequence is NASHCNEMSWIQSIP. The MHC is DRB1_1201 with pseudo-sequence DRB1_1201. The binding affinity (normalized) is 0.423. (4) The peptide sequence is AAPAAGYTPATPAAP. The MHC is DRB1_0701 with pseudo-sequence DRB1_0701. The binding affinity (normalized) is 0.395. (5) The peptide sequence is AEKVRNLPAGHGLNA. The MHC is DRB1_0101 with pseudo-sequence DRB1_0101. The binding affinity (normalized) is 0.651. (6) The peptide sequence is EAVRHFPRPWLHGL. The MHC is HLA-DPA10301-DPB10402 with pseudo-sequence HLA-DPA10301-DPB10402. The binding affinity (normalized) is 0.544. (7) The peptide sequence is SKMRLSRELECGHKK. The MHC is DRB1_0101 with pseudo-sequence DRB1_0101. The binding affinity (normalized) is 0.536.